From a dataset of Forward reaction prediction with 1.9M reactions from USPTO patents (1976-2016). Predict the product of the given reaction. (1) Given the reactants Br[C:2]1[CH:3]=[C:4]2[C@:15]3([CH2:20][C:19](=[O:21])[N:18]([CH3:22])[C:17]([NH:23]C(=O)OC(C)(C)C)=[N:16]3)[C:14]3[CH:13]=[C:12]([Cl:31])[N:11]=[C:10]([F:32])[C:9]=3[O:8][C:5]2=[CH:6][CH:7]=1.[F:33][C:34]1[C:39](B(O)O)=[CH:38][CH:37]=[CH:36][N:35]=1, predict the reaction product. The product is: [NH2:23][C:17]1[N:18]([CH3:22])[C:19](=[O:21])[CH2:20][C@@:15]2([C:14]3[CH:13]=[C:12]([Cl:31])[N:11]=[C:10]([F:32])[C:9]=3[O:8][C:5]3[C:4]2=[CH:3][C:2]([C:39]2[C:34]([F:33])=[N:35][CH:36]=[CH:37][CH:38]=2)=[CH:7][CH:6]=3)[N:16]=1. (2) Given the reactants [CH3:1][C@@H:2]1[NH:7][CH2:6][CH2:5][N:4]([C:8]2[N:9]([CH2:30][C:31]([F:34])([F:33])[F:32])[C:10]3[C:15]([N:16]=2)=[C:14]([N:17]2[CH2:22][CH2:21][O:20][CH2:19][CH2:18]2)[N:13]=[C:12]([C:23]2[CH:24]=[N:25][C:26]([NH2:29])=[N:27][CH:28]=2)[N:11]=3)[CH2:3]1.[CH3:35]N(CCS(O)(=O)=O)C.[OH-:44].[Na+], predict the reaction product. The product is: [NH2:29][C:26]1[N:27]=[CH:28][C:23]([C:12]2[N:11]=[C:10]3[C:15]([N:16]=[C:8]([N:4]4[CH2:5][CH2:6][N:7]([CH:35]=[O:44])[C@@H:2]([CH3:1])[CH2:3]4)[N:9]3[CH2:30][C:31]([F:34])([F:32])[F:33])=[C:14]([N:17]3[CH2:18][CH2:19][O:20][CH2:21][CH2:22]3)[N:13]=2)=[CH:24][N:25]=1. (3) Given the reactants [F:1][C:2]1[C:11]2[C:6](=[CH:7][CH:8]=[CH:9][CH:10]=2)[CH:5]=[CH:4][C:3]=1[OH:12].C([O-])([O-])=O.[K+].[K+].Br[C:20]([F:31])([F:30])[C:21]([NH:23][CH2:24][C:25]1[O:26][CH:27]=[CH:28][CH:29]=1)=[O:22], predict the reaction product. The product is: [F:31][C:20]([F:30])([O:12][C:3]1[CH:4]=[CH:5][C:6]2[C:11](=[CH:10][CH:9]=[CH:8][CH:7]=2)[C:2]=1[F:1])[C:21]([NH:23][CH2:24][C:25]1[O:26][CH:27]=[CH:28][CH:29]=1)=[O:22]. (4) Given the reactants C([N:8]1[C@H:14]([CH2:15][OH:16])[CH2:13][CH2:12][C:9]21[CH2:11][CH2:10]2)C1C=CC=CC=1.[ClH:17], predict the reaction product. The product is: [ClH:17].[CH2:10]1[C:9]2([CH2:12][CH2:13][C@@H:14]([CH2:15][OH:16])[NH:8]2)[CH2:11]1. (5) Given the reactants [C:1](Cl)(=[O:11])[CH2:2][CH2:3][CH2:4][CH2:5][CH2:6][CH2:7][CH2:8][CH2:9][CH3:10].[OH:13][C:14]1[CH:22]=[CH:21][C:17]([C:18]([OH:20])=[O:19])=[CH:16][CH:15]=1, predict the reaction product. The product is: [C:1]([O:13][C:14]1[CH:22]=[CH:21][C:17]([C:18]([OH:20])=[O:19])=[CH:16][CH:15]=1)(=[O:11])[CH2:2][CH2:3][CH2:4][CH2:5][CH2:6][CH2:7][CH2:8][CH2:9][CH3:10]. (6) Given the reactants N[C:2]1[CH:7]=[CH:6][CH:5]=[CH:4][C:3]=1[N:8]=[N:9][C:10]1[CH:15]=[CH:14][CH:13]=[CH:12][CH:11]=1.CCN(C(C)C)[CH:19]([CH3:21])[CH3:20].CC#[N:27], predict the reaction product. The product is: [NH2:27][C:6]1[CH:5]=[CH:4][C:3]([N:8]=[N:9][C:10]2[CH:15]=[CH:14][C:13]([CH2:20][CH2:19][CH3:21])=[CH:12][CH:11]=2)=[CH:2][CH:7]=1.